This data is from Reaction yield outcomes from USPTO patents with 853,638 reactions. The task is: Predict the reaction yield, written as a fraction of the theoretical maximum amount of product (1.0 means a 100% yield; for example, 0.34 means a 34% yield). (1) The reactants are [C:1]([O:5][C:6]([N:8]1[CH2:13][CH2:12][NH:11][CH2:10][CH2:9]1)=[O:7])([CH3:4])([CH3:3])[CH3:2].[CH2:14](Br)[C:15]#[CH:16].C(=O)([O-])[O-].[K+].[K+]. The catalyst is C(#N)C.ClCCl. The product is [C:1]([O:5][C:6]([N:8]1[CH2:13][CH2:12][N:11]([CH2:16][C:15]#[CH:14])[CH2:10][CH2:9]1)=[O:7])([CH3:4])([CH3:2])[CH3:3]. The yield is 0.460. (2) The reactants are C[O:2][C:3](=O)[CH2:4][C:5]([NH:7][C:8]1[CH:13]=[CH:12][C:11]([O:14][CH2:15][C:16]2[CH:21]=[CH:20][CH:19]=[C:18]([F:22])[CH:17]=2)=[C:10]([CH3:23])[CH:9]=1)=[O:6].[NH3:25]. The catalyst is CO. The product is [F:22][C:18]1[CH:17]=[C:16]([CH:21]=[CH:20][CH:19]=1)[CH2:15][O:14][C:11]1[CH:12]=[CH:13][C:8]([NH:7][C:5](=[O:6])[CH2:4][C:3]([NH2:25])=[O:2])=[CH:9][C:10]=1[CH3:23]. The yield is 0.600. (3) The product is [ClH:44].[ClH:44].[NH2:37][C@:21]12[CH2:33][CH2:32][C@@H:31]([C:34]([CH3:36])=[CH2:35])[C@@H:22]1[C@@H:23]1[C@@:18]([CH3:40])([CH2:19][CH2:20]2)[C@@:17]2([CH3:41])[C@@H:26]([C@:27]3([CH3:30])[C@@H:14]([CH2:15][CH2:16]2)[C:13]([CH3:42])([CH3:43])[C:12]([C:10]2[CH:9]=[CH:8][C:3]([C:4]([O:6][CH3:7])=[O:5])=[C:2]([F:1])[CH:11]=2)=[CH:29][CH2:28]3)[CH2:25][CH2:24]1. The reactants are [F:1][C:2]1[CH:11]=[C:10]([C:12]2[C:13]([CH3:43])([CH3:42])[C@H:14]3[C@:27]([CH3:30])([CH2:28][CH:29]=2)[C@@H:26]2[C@:17]([CH3:41])([C@@:18]4([CH3:40])[C@H:23]([CH2:24][CH2:25]2)[C@H:22]2[C@H:31]([C:34]([CH3:36])=[CH2:35])[CH2:32][CH2:33][C@:21]2([N:37]=C=O)[CH2:20][CH2:19]4)[CH2:16][CH2:15]3)[CH:9]=[CH:8][C:3]=1[C:4]([O:6][CH3:7])=[O:5].[ClH:44]. The yield is 0.870. The catalyst is C1COCC1.O. (4) The reactants are CN([CH2:4][C:5]1[C:9]2[CH:10]=[CH:11][C:12]([O:14][CH3:15])=[CH:13][C:8]=2[NH:7][CH:6]=1)C.CI.[Si]([C:22]#[N:23])(C)(C)C.CCCC[N+](CCCC)(CCCC)CCCC.[F-]. The catalyst is C1(C)C=CC=CC=1.ClCCl. The product is [CH3:15][O:14][C:12]1[CH:13]=[C:8]2[C:9]([C:5]([CH2:4][C:22]#[N:23])=[CH:6][NH:7]2)=[CH:10][CH:11]=1. The yield is 0.950. (5) The reactants are [CH3:1][C@@H:2]1[CH2:6][CH2:5][C:4](=C(C)C)[CH:3]1[C:10]([O:12][CH2:13][CH3:14])=[O:11].C(=O)=[O:16].C(O)(C)C. The catalyst is C(OCC)(=O)C. The product is [CH3:1][C@@H:2]1[CH2:6][CH2:5][C:4](=[O:16])[CH:3]1[C:10]([O:12][CH2:13][CH3:14])=[O:11]. The yield is 0.960.